From a dataset of Full USPTO retrosynthesis dataset with 1.9M reactions from patents (1976-2016). Predict the reactants needed to synthesize the given product. (1) Given the product [CH:1]([NH:4][C:5]1[C:10]([C:11]([NH2:13])=[O:12])=[CH:9][N:8]=[C:7]([S:14]([CH3:15])=[O:24])[N:6]=1)([CH3:3])[CH3:2], predict the reactants needed to synthesize it. The reactants are: [CH:1]([NH:4][C:5]1[C:10]([C:11]([NH2:13])=[O:12])=[CH:9][N:8]=[C:7]([S:14][CH3:15])[N:6]=1)([CH3:3])[CH3:2].C1(C2[O:24]N2S(C2C=CC=CC=2)(=O)=O)C=CC=CC=1. (2) The reactants are: ClC(OCC(C)C)=O.[C:9]([O:13][C:14]([C:16]1([C:19](O)=[O:20])[CH2:18][CH2:17]1)=[O:15])([CH3:12])([CH3:11])[CH3:10].C(N(CC)CC)C. Given the product [OH:20][CH2:19][C:16]1([C:14]([O:13][C:9]([CH3:12])([CH3:11])[CH3:10])=[O:15])[CH2:17][CH2:18]1, predict the reactants needed to synthesize it. (3) Given the product [CH3:30][O:31][C:32]([C:33]1[CH:34]=[C:35]([OH:37])[C:44]2[C:39](=[C:40]([NH2:46])[CH:41]=[C:42]([Br:45])[CH:43]=2)[N:38]=1)=[O:49], predict the reactants needed to synthesize it. The reactants are: C(OC(C1C=C(OCC2C=CC=CC=2)C2C(=C(Br)C=CC=2)N=1)=O)C1C=CC=CC=1.[CH3:30][O:31][C:32](=[O:49])[C:33]([NH:38][C:39]1[CH:44]=[CH:43][C:42]([Br:45])=[CH:41][C:40]=1[N+:46]([O-])=O)=[CH:34][C:35]([O-:37])=O. (4) Given the product [CH2:16]([O:20][CH2:21][CH2:22][CH2:23][CH3:24])[CH2:17][CH2:18][CH3:19].[C:3]12([Mg:1][Br:15])[CH2:12][CH:7]3[CH2:6][CH:5]([CH2:11][CH:9]([CH2:8]3)[CH2:10]1)[CH2:4]2, predict the reactants needed to synthesize it. The reactants are: [Mg:1].Br[C:3]12[CH2:12][CH:7]3[CH2:8][CH:9]([CH2:11][CH:5]([CH2:6]3)[CH2:4]1)[CH2:10]2.C([Br:15])C.[CH2:16]([O:20][CH2:21][CH2:22][CH2:23][CH3:24])[CH2:17][CH2:18][CH3:19]. (5) Given the product [Cl:17][C:4]1[N:5]=[C:6]([C:13]([O:15][CH3:16])=[O:14])[C:7]2[CH:8]=[CH:9][NH:1][C:2]=2[N:3]=1, predict the reactants needed to synthesize it. The reactants are: [NH2:1][C:2]1[C:7]([CH:8]=[CH:9]OCC)=[C:6]([C:13]([O:15][CH3:16])=[O:14])[N:5]=[C:4]([Cl:17])[N:3]=1.Cl.